From a dataset of NCI-60 drug combinations with 297,098 pairs across 59 cell lines. Regression. Given two drug SMILES strings and cell line genomic features, predict the synergy score measuring deviation from expected non-interaction effect. (1) Drug 1: CN(C)N=NC1=C(NC=N1)C(=O)N. Drug 2: CC(C1=C(C=CC(=C1Cl)F)Cl)OC2=C(N=CC(=C2)C3=CN(N=C3)C4CCNCC4)N. Cell line: HS 578T. Synergy scores: CSS=-0.161, Synergy_ZIP=1.39, Synergy_Bliss=3.38, Synergy_Loewe=-3.22, Synergy_HSA=-2.39. (2) Drug 1: CC1OCC2C(O1)C(C(C(O2)OC3C4COC(=O)C4C(C5=CC6=C(C=C35)OCO6)C7=CC(=C(C(=C7)OC)O)OC)O)O. Drug 2: C1=NC(=NC(=O)N1C2C(C(C(O2)CO)O)O)N. Cell line: NCI/ADR-RES. Synergy scores: CSS=1.90, Synergy_ZIP=0.0734, Synergy_Bliss=-1.01, Synergy_Loewe=-3.63, Synergy_HSA=-2.53. (3) Drug 1: COC1=NC(=NC2=C1N=CN2C3C(C(C(O3)CO)O)O)N. Drug 2: C1CN(P(=O)(OC1)NCCCl)CCCl. Cell line: DU-145. Synergy scores: CSS=-6.44, Synergy_ZIP=1.05, Synergy_Bliss=-2.38, Synergy_Loewe=-7.10, Synergy_HSA=-5.98. (4) Drug 1: C1CCC(C1)C(CC#N)N2C=C(C=N2)C3=C4C=CNC4=NC=N3. Drug 2: C1=NC2=C(N1)C(=S)N=CN2. Cell line: UO-31. Synergy scores: CSS=36.5, Synergy_ZIP=-4.14, Synergy_Bliss=4.27, Synergy_Loewe=4.12, Synergy_HSA=4.36. (5) Drug 1: CC1C(C(=O)NC(C(=O)N2CCCC2C(=O)N(CC(=O)N(C(C(=O)O1)C(C)C)C)C)C(C)C)NC(=O)C3=C4C(=C(C=C3)C)OC5=C(C(=O)C(=C(C5=N4)C(=O)NC6C(OC(=O)C(N(C(=O)CN(C(=O)C7CCCN7C(=O)C(NC6=O)C(C)C)C)C)C(C)C)C)N)C. Drug 2: CN(CC1=CN=C2C(=N1)C(=NC(=N2)N)N)C3=CC=C(C=C3)C(=O)NC(CCC(=O)O)C(=O)O. Cell line: CAKI-1. Synergy scores: CSS=50.7, Synergy_ZIP=-9.14, Synergy_Bliss=-8.25, Synergy_Loewe=-7.80, Synergy_HSA=-4.83. (6) Drug 1: CCC1=CC2CC(C3=C(CN(C2)C1)C4=CC=CC=C4N3)(C5=C(C=C6C(=C5)C78CCN9C7C(C=CC9)(C(C(C8N6C)(C(=O)OC)O)OC(=O)C)CC)OC)C(=O)OC.C(C(C(=O)O)O)(C(=O)O)O. Drug 2: B(C(CC(C)C)NC(=O)C(CC1=CC=CC=C1)NC(=O)C2=NC=CN=C2)(O)O. Cell line: T-47D. Synergy scores: CSS=34.9, Synergy_ZIP=-0.808, Synergy_Bliss=4.49, Synergy_Loewe=4.29, Synergy_HSA=3.79.